This data is from Reaction yield outcomes from USPTO patents with 853,638 reactions. The task is: Predict the reaction yield, written as a fraction of the theoretical maximum amount of product (1.0 means a 100% yield; for example, 0.34 means a 34% yield). (1) The reactants are [CH3:1][C@@H:2]1[C:16](=[O:17])[NH:15][C:14]2[CH:18]=[CH:19][CH:20]=[CH:21][C:13]=2[CH:12]=[CH:11][CH2:10][CH2:9][CH2:8][C:7](=[O:22])[NH:6][CH2:5][C:4](=[O:23])[NH:3]1.C[N+]1([O-])CC[O:28]CC1.CC(O)(C)C.[OH2:37]. The catalyst is O=[Os](=O)(=O)=O. The product is [OH:37][CH:11]1[CH2:10][CH2:9][CH2:8][C:7](=[O:22])[NH:6][CH2:5][C:4](=[O:23])[NH:3][C@H:2]([CH3:1])[C:16](=[O:17])[NH:15][C:14]2[CH:18]=[CH:19][CH:20]=[CH:21][C:13]=2[CH:12]1[OH:28]. The yield is 1.00. (2) The reactants are Cl[CH2:2][C:3]1[O:7][N:6]=[C:5]([CH2:8][CH3:9])[N:4]=1.[Cl:10][C:11]1[C:12]([O:34][CH3:35])=[CH:13][C:14]([O:32][CH3:33])=[C:15]([CH2:17][CH2:18][C:19]2([CH:27]3[CH2:31][CH2:30][CH2:29][CH2:28]3)[O:24][C:23](=[O:25])[CH2:22][C:21](=[O:26])[CH2:20]2)[CH:16]=1. No catalyst specified. The product is [Cl:10][C:11]1[C:12]([O:34][CH3:35])=[CH:13][C:14]([O:32][CH3:33])=[C:15]([CH2:17][CH2:18][C:19]2([CH:27]3[CH2:31][CH2:30][CH2:29][CH2:28]3)[O:24][C:23](=[O:25])[C:22]([CH2:2][C:3]3[O:7][N:6]=[C:5]([CH2:8][CH3:9])[N:4]=3)=[C:21]([OH:26])[CH2:20]2)[CH:16]=1. The yield is 0.0700. (3) The reactants are [N:1]1([C:11]2[C:20]3[C:15](=[CH:16][CH:17]=[C:18]([C:21]4[CH:22]=[C:23]5[CH:29]=[CH:28][NH:27][C:24]5=[N:25][CH:26]=4)[CH:19]=3)[N:14]=[CH:13][N:12]=2)[C:10]2[C:5](=[CH:6][CH:7]=[CH:8][CH:9]=2)[CH2:4][CH2:3][CH2:2]1.CC1(C)C(C)(C)OB(C2C=C3C=CN([Si:47]([CH:54]([CH3:56])[CH3:55])([CH:51]([CH3:53])[CH3:52])[CH:48]([CH3:50])[CH3:49])C3=NC=2)O1.C(=O)([O-])O.[Na+]. The catalyst is O1CCOCC1.O.CC(=O)OCC.Cl[Pd](Cl)([P](C1C=CC=CC=1)(C1C=CC=CC=1)C1C=CC=CC=1)[P](C1C=CC=CC=1)(C1C=CC=CC=1)C1C=CC=CC=1. The product is [N:1]1([C:11]2[C:20]3[C:15](=[CH:16][CH:17]=[C:18]([C:21]4[CH:22]=[C:23]5[CH:29]=[CH:28][N:27]([Si:47]([CH:54]([CH3:56])[CH3:55])([CH:51]([CH3:53])[CH3:52])[CH:48]([CH3:50])[CH3:49])[C:24]5=[N:25][CH:26]=4)[CH:19]=3)[N:14]=[CH:13][N:12]=2)[C:10]2[C:5](=[CH:6][CH:7]=[CH:8][CH:9]=2)[CH2:4][CH2:3][CH2:2]1. The yield is 0.500. (4) The reactants are [NH:1]1C2C(=CC=CC=2)C[C:2]1=[O:10].[Cl-].[Li+].[CH2:13]([Li])[CH2:14][CH2:15][CH3:16].I[CH3:19].O1[CH2:24][CH2:23][CH2:22][CH2:21]1. No catalyst specified. The product is [CH3:16][C:15]1([CH3:19])[C:14]2[C:13](=[CH:24][CH:23]=[CH:22][CH:21]=2)[NH:1][C:2]1=[O:10]. The yield is 0.410. (5) The catalyst is CC#N.O. The product is [CH2:14]([C:13]1[NH:30][C:28](=[O:29])[NH:27][CH:23]([C:22]2[CH:25]=[CH:26][C:19]([F:18])=[CH:20][CH:21]=2)[C:12]=1[C:11]([NH:10][C:6]1[CH:5]=[C:4]2[C:9](=[CH:8][CH:7]=1)[NH:1][N:2]=[CH:3]2)=[O:17])[CH3:15]. The yield is 0.680. The reactants are [NH:1]1[C:9]2[C:4](=[CH:5][C:6]([NH:10][C:11](=[O:17])[CH2:12][C:13](=O)[CH2:14][CH3:15])=[CH:7][CH:8]=2)[CH:3]=[N:2]1.[F:18][C:19]1[CH:26]=[CH:25][C:22]([CH:23]=O)=[CH:21][CH:20]=1.[NH2:27][C:28]([NH2:30])=[O:29].[O-]S(C(F)(F)F)(=O)=O.[Yb+3].[O-]S(C(F)(F)F)(=O)=O.[O-]S(C(F)(F)F)(=O)=O.